Dataset: Full USPTO retrosynthesis dataset with 1.9M reactions from patents (1976-2016). Task: Predict the reactants needed to synthesize the given product. (1) Given the product [NH:29]1[CH:28]=[C:27]([C:23]2[CH:22]=[C:21]3[C:26](=[CH:25][CH:24]=2)[N:18]([CH2:17][CH:14]2[CH2:15][CH2:16][N:11]([C:9](=[O:10])[CH2:8][CH2:7][C:1]4[CH:2]=[CH:3][CH:4]=[CH:5][CH:6]=4)[CH2:12][CH2:13]2)[N:19]=[CH:20]3)[CH:31]=[N:30]1, predict the reactants needed to synthesize it. The reactants are: [C:1]1([CH2:7][CH2:8][C:9]([N:11]2[CH2:16][CH2:15][CH:14]([CH2:17][N:18]3[C:26]4[C:21](=[CH:22][C:23]([C:27]5[CH:28]=[N:29][N:30](C6CCCCO6)[CH:31]=5)=[CH:24][CH:25]=4)[CH:20]=[N:19]3)[CH2:13][CH2:12]2)=[O:10])[CH:6]=[CH:5][CH:4]=[CH:3][CH:2]=1.C1(C)C=CC(S(O)(=O)=O)=CC=1.C(OCC)(=O)C. (2) Given the product [CH2:1]([O:8][C@@H:9]1[C@@H:14]([O:15][CH2:16][C:17]2[CH:22]=[CH:21][CH:20]=[CH:19][CH:18]=2)[C@@H:13]([O:23][CH2:24][C:25]2[CH:30]=[CH:29][CH:28]=[CH:27][CH:26]=2)[C@@H:12]([CH2:31][O:32][CH2:33][C:34]2[CH:39]=[CH:38][CH:37]=[CH:36][CH:35]=2)[O:11][C@@:10]21[C:51]1[S:50][C:49]3[C:44](=[CH:45][CH:46]=[CH:47][C:48]=3[CH2:52][C:59]3[CH:60]=[CH:61][C:56]([CH2:54][CH3:55])=[CH:57][CH:58]=3)[C:43]=1[CH2:42][CH2:41][O:40]2)[C:2]1[CH:7]=[CH:6][CH:5]=[CH:4][CH:3]=1, predict the reactants needed to synthesize it. The reactants are: [CH2:1]([O:8][C@@H:9]1[C@@H:14]([O:15][CH2:16][C:17]2[CH:22]=[CH:21][CH:20]=[CH:19][CH:18]=2)[C@@H:13]([O:23][CH2:24][C:25]2[CH:30]=[CH:29][CH:28]=[CH:27][CH:26]=2)[C@@H:12]([CH2:31][O:32][CH2:33][C:34]2[CH:39]=[CH:38][CH:37]=[CH:36][CH:35]=2)[O:11][C@@:10]21[C:51]1[S:50][C:49]3[C:44](=[CH:45][CH:46]=[CH:47][C:48]=3[CH2:52]Cl)[C:43]=1[CH2:42][CH2:41][O:40]2)[C:2]1[CH:7]=[CH:6][CH:5]=[CH:4][CH:3]=1.[CH2:54]([C:56]1[CH:61]=[CH:60][C:59](B(O)O)=[CH:58][CH:57]=1)[CH3:55].P([O-])([O-])([O-])=O.[K+].[K+].[K+].C1(P(C2C=CC=CC=2)C2C=CC=CC=2)C=CC=CC=1.C1(C)C=CC=CC=1. (3) Given the product [OH:1][C:2]1[CH:3]=[C:4]([N+:12]([O-:14])=[O:13])[C:5]([CH3:11])=[C:6]([CH:10]=1)[C:7]([O:9][CH3:19])=[O:8], predict the reactants needed to synthesize it. The reactants are: [OH:1][C:2]1[CH:3]=[C:4]([N+:12]([O-:14])=[O:13])[C:5]([CH3:11])=[C:6]([CH:10]=1)[C:7]([OH:9])=[O:8].S(Cl)(Cl)=O.[CH3:19]O. (4) Given the product [Cl:13][C:10]1[C:9]2[C:4](=[CH:5][C:6]([F:15])=[CH:7][C:8]=2[F:14])[N:3]=[C:2]([C:25]2[CH:24]=[CH:23][N:22]=[C:21]([N:16]3[CH2:17][CH2:18][CH2:19][CH2:20]3)[CH:26]=2)[C:11]=1[CH3:12], predict the reactants needed to synthesize it. The reactants are: Cl[C:2]1[C:11]([CH3:12])=[C:10]([Cl:13])[C:9]2[C:4](=[CH:5][C:6]([F:15])=[CH:7][C:8]=2[F:14])[N:3]=1.[N:16]1([C:21]2[CH:26]=[C:25](B3OC(C)(C)C(C)(C)O3)[CH:24]=[CH:23][N:22]=2)[CH2:20][CH2:19][CH2:18][CH2:17]1.C(=O)([O-])[O-].[K+].[K+]. (5) Given the product [Cl:8][C:9]1[CH:28]=[CH:27][C:12]([NH:13][C:14]2[C:23]3[C:18](=[CH:19][C:20]([O:26][CH2:2][CH:3]4[O:7][CH2:6][CH2:5][O:4]4)=[C:21]([O:24][CH3:25])[CH:22]=3)[N:17]=[CH:16][N:15]=2)=[C:11]([F:29])[CH:10]=1, predict the reactants needed to synthesize it. The reactants are: Br[CH2:2][CH:3]1[O:7][CH2:6][CH2:5][O:4]1.[Cl:8][C:9]1[CH:28]=[CH:27][C:12]([NH:13][C:14]2[C:23]3[C:18](=[CH:19][C:20]([OH:26])=[C:21]([O:24][CH3:25])[CH:22]=3)[N:17]=[CH:16][N:15]=2)=[C:11]([F:29])[CH:10]=1.C(=O)([O-])[O-].[K+].[K+]. (6) Given the product [NH2:33][C:16]([CH2:15][NH:14][C:12](=[O:13])[C:11]1[CH:19]=[CH:20][C:21]([CH3:22])=[C:9]([N:6]2[C:7](=[O:8])[C:2]([Br:1])=[C:3]([O:23][CH2:24][C:25]3[CH:30]=[CH:29][C:28]([F:31])=[CH:27][C:26]=3[F:32])[N:4]=[CH:5]2)[CH:10]=1)=[O:17], predict the reactants needed to synthesize it. The reactants are: [Br:1][C:2]1[C:7](=[O:8])[N:6]([C:9]2[CH:10]=[C:11]([CH:19]=[CH:20][C:21]=2[CH3:22])[C:12]([NH:14][C@@H:15](C)[CH2:16][OH:17])=[O:13])[CH:5]=[N:4][C:3]=1[O:23][CH2:24][C:25]1[CH:30]=[CH:29][C:28]([F:31])=[CH:27][C:26]=1[F:32].[NH2:33][C@@H](C)CO. (7) Given the product [NH4+:1].[OH-:11].[CH3:7][C:4]1[S:3][C:2](=[NH:1])[N:6]([CH2:9][CH:10]2[CH2:15][CH2:14][CH2:13][CH2:12][O:11]2)[CH:5]=1, predict the reactants needed to synthesize it. The reactants are: [NH2:1][C:2]1[S:3][C:4]([CH3:7])=[CH:5][N:6]=1.Br[CH2:9][CH:10]1[CH2:15][CH2:14][CH2:13][CH2:12][O:11]1. (8) Given the product [Cl:18][C:9]1[N:8]=[C:7]([CH2:6][O:5][CH:21]([CH2:22][F:23])[CH2:20][F:19])[CH:12]=[C:11]([C:13]([O:15][CH2:16][CH3:17])=[CH2:14])[N:10]=1, predict the reactants needed to synthesize it. The reactants are: CS([O:5][CH2:6][C:7]1[CH:12]=[C:11]([C:13]([O:15][CH2:16][CH3:17])=[CH2:14])[N:10]=[C:9]([Cl:18])[N:8]=1)(=O)=O.[F:19][CH2:20][CH:21](O)[CH2:22][F:23].[OH-].[Na+]. (9) Given the product [OH:31][C:5]1[C:6]([CH2:28][CH2:29][CH3:30])=[C:7]([O:8][CH2:9][C:10]2[CH:11]=[CH:12][C:13]([CH:16]([OH:25])[C:17]3[CH:18]=[N:19][CH:20]=[C:21]([C:22]4[N:32]=[N:33][NH:34][N:23]=4)[CH:24]=3)=[CH:14][CH:15]=2)[CH:26]=[CH:27][C:4]=1[C:1](=[O:3])[CH3:2], predict the reactants needed to synthesize it. The reactants are: [C:1]([C:4]1[CH:27]=[CH:26][C:7]([O:8][CH2:9][C:10]2[CH:15]=[CH:14][C:13]([CH:16]([OH:25])[C:17]3[CH:18]=[N:19][CH:20]=[C:21]([CH:24]=3)[C:22]#[N:23])=[CH:12][CH:11]=2)=[C:6]([CH2:28][CH2:29][CH3:30])[C:5]=1[OH:31])(=[O:3])[CH3:2].[N-:32]=[N+:33]=[N-:34].[Na+].Cl.C(N(CC)CC)C. (10) Given the product [CH3:17][C:5]1[CH:4]=[CH:3][C:2]([NH2:1])=[CH:7][C:6]=1[C:19]1[CH:24]=[CH:23][C:22]([CH3:25])=[CH:21][N:20]=1, predict the reactants needed to synthesize it. The reactants are: [NH2:1][C:2]1[CH:3]=[CH:4][C:5]([CH3:17])=[C:6](B2OC(C)(C)C(C)(C)O2)[CH:7]=1.Cl[C:19]1[CH:24]=[CH:23][C:22]([CH3:25])=[CH:21][N:20]=1.C1(C)C=CC=CC=1.C([O-])([O-])=O.[Na+].[Na+].